The task is: Predict the product of the given reaction.. This data is from Forward reaction prediction with 1.9M reactions from USPTO patents (1976-2016). (1) Given the reactants O1CCC[O:3][CH:2]1[C:7]1[C:12]2[O:13][C:14](=[O:21])[C:15]3[CH2:16][NH:17][CH2:18][CH2:19][C:20]=3[C:11]=2[CH:10]=[CH:9][C:8]=1[OH:22].N1C=CC=CC=1.[C:29](Cl)(=[O:31])[CH3:30], predict the reaction product. The product is: [C:29]([N:17]1[CH2:18][CH2:19][C:20]2[C:11]3[C:12]([O:13][C:14](=[O:21])[C:15]=2[CH2:16]1)=[C:7]([CH:2]=[O:3])[C:8]([OH:22])=[CH:9][CH:10]=3)(=[O:31])[CH3:30]. (2) Given the reactants [Cl:1][C:2]1[CH:7]=[CH:6][C:5](I)=[CH:4][N:3]=1.[F:9][C:10]([F:18])([F:17])[C:11]([F:16])([F:15])C([O-])=O.[Na+].C1(C)C(C)=CC=CC=1.CN1CCCC1=O, predict the reaction product. The product is: [Cl:1][C:2]1[CH:7]=[CH:6][C:5]([C:11]([F:16])([F:15])[C:10]([F:18])([F:17])[F:9])=[CH:4][N:3]=1. (3) Given the reactants [CH2:1]([N:5]1[C:9]([C@@H:10]([NH:15]N2CCC[C@@H]2COCC)[CH2:11][CH2:12][CH2:13][CH3:14])=[CH:8][N:7]=[C:6]1[C:25]1[CH:30]=[CH:29][CH:28]=[CH:27][CH:26]=1)[CH2:2][CH2:3][CH3:4].B.C1COCC1.Cl, predict the reaction product. The product is: [CH2:1]([N:5]1[C:9]([C@H:10]([NH2:15])[CH2:11][CH2:12][CH2:13][CH3:14])=[CH:8][N:7]=[C:6]1[C:25]1[CH:26]=[CH:27][CH:28]=[CH:29][CH:30]=1)[CH2:2][CH2:3][CH3:4]. (4) Given the reactants [F:1][C:2]1[CH:7]=[CH:6][C:5]([C:8]2[N:12]=[C:11]([C:13]([CH3:17])([CH3:16])[CH2:14][NH2:15])[NH:10][N:9]=2)=[CH:4][CH:3]=1.[F:18][C:19]([F:35])([F:34])[C:20]1[O:24][N:23]=[C:22]([C:25]2[CH:26]=[N:27][CH:28]=[C:29]([CH:33]=2)[C:30](O)=[O:31])[N:21]=1, predict the reaction product. The product is: [F:1][C:2]1[CH:3]=[CH:4][C:5]([C:8]2[N:12]=[C:11]([C:13]([CH3:17])([CH3:16])[CH2:14][NH:15][C:30](=[O:31])[C:29]3[CH:33]=[C:25]([C:22]4[N:21]=[C:20]([C:19]([F:35])([F:34])[F:18])[O:24][N:23]=4)[CH:26]=[N:27][CH:28]=3)[NH:10][N:9]=2)=[CH:6][CH:7]=1. (5) Given the reactants [NH2:1][CH2:2][CH2:3][O:4][C@@H:5]([C:19]1[CH:24]=[C:23]([F:25])[CH:22]=[C:21]([Cl:26])[CH:20]=1)[C@@H:6]1[CH2:11][CH2:10][CH2:9][N:8]([C:12]([O:14][C:15]([CH3:18])([CH3:17])[CH3:16])=[O:13])[CH2:7]1.Cl[C:28]([O:30][CH2:31][CH3:32])=[O:29].O, predict the reaction product. The product is: [Cl:26][C:21]1[CH:20]=[C:19]([C@H:5]([O:4][CH2:3][CH2:2][NH:1][C:28]([O:30][CH2:31][CH3:32])=[O:29])[C@@H:6]2[CH2:11][CH2:10][CH2:9][N:8]([C:12]([O:14][C:15]([CH3:18])([CH3:17])[CH3:16])=[O:13])[CH2:7]2)[CH:24]=[C:23]([F:25])[CH:22]=1.